Dataset: Full USPTO retrosynthesis dataset with 1.9M reactions from patents (1976-2016). Task: Predict the reactants needed to synthesize the given product. (1) Given the product [NH2:17][C:16]1[CH:18]=[CH:19][C:13]([C:5]2[CH:6]=[CH:7][CH:8]=[C:3]([C:1]#[N:2])[CH:4]=2)=[CH:14][C:15]=1[N+:20]([O-:22])=[O:21], predict the reactants needed to synthesize it. The reactants are: [C:1]([C:3]1[CH:4]=[C:5](B(O)O)[CH:6]=[CH:7][CH:8]=1)#[N:2].Br[C:13]1[CH:19]=[CH:18][C:16]([NH2:17])=[C:15]([N+:20]([O-:22])=[O:21])[CH:14]=1. (2) The reactants are: ClCCl.[F:4][C:5]1[C:15]([N:16]2[C:20](=[O:21])[N:19]([CH3:22])[C:18]([CH3:23])=[N:17]2)=[CH:14][C:8]2[N:9]=[C:10]([S:12][CH3:13])[S:11][C:7]=2[CH:6]=1.ClC1C=C(C=CC=1)C(OO)=[O:29]. Given the product [F:4][C:5]1[C:15]([N:16]2[C:20](=[O:21])[N:19]([CH3:22])[C:18]([CH3:23])=[N:17]2)=[CH:14][C:8]2[N:9]=[C:10]([S:12]([CH3:13])=[O:29])[S:11][C:7]=2[CH:6]=1, predict the reactants needed to synthesize it. (3) Given the product [CH:19]1([O:18][C:3]2[C:2]([B:23]3[O:27][C:26]([CH3:29])([CH3:28])[C:25]([CH3:31])([CH3:30])[O:24]3)=[CH:11][CH:10]=[C:9]3[C:4]=2[CH2:5][CH2:6][C@H:7]([CH3:17])[N:8]3[C:12]([CH:14]2[CH2:16][CH2:15]2)=[O:13])[CH2:22][CH2:21][CH2:20]1, predict the reactants needed to synthesize it. The reactants are: Br[C:2]1[C:3]([O:18][CH:19]2[CH2:22][CH2:21][CH2:20]2)=[C:4]2[C:9](=[CH:10][CH:11]=1)[N:8]([C:12]([CH:14]1[CH2:16][CH2:15]1)=[O:13])[C@@H:7]([CH3:17])[CH2:6][CH2:5]2.[B:23]1([B:23]2[O:27][C:26]([CH3:29])([CH3:28])[C:25]([CH3:31])([CH3:30])[O:24]2)[O:27][C:26]([CH3:29])([CH3:28])[C:25]([CH3:31])([CH3:30])[O:24]1.C([O-])(=O)C.[K+].O1CCOCC1. (4) Given the product [NH2:19][C:9]1[N:8]([C:5]2[CH:6]=[CH:7][C:2]([Br:1])=[CH:3][CH:4]=2)[C:20](=[O:23])[CH:21]=[CH:22][C:10]=1[C:11](=[O:18])[C:12]1[CH:13]=[CH:14][CH:15]=[CH:16][CH:17]=1, predict the reactants needed to synthesize it. The reactants are: [Br:1][C:2]1[CH:7]=[CH:6][C:5]([NH:8][C:9](=[NH:19])[CH2:10][C:11](=[O:18])[C:12]2[CH:17]=[CH:16][CH:15]=[CH:14][CH:13]=2)=[CH:4][CH:3]=1.[C:20](OC)(=[O:23])[C:21]#[CH:22]. (5) Given the product [CH3:1][C:2]1([CH3:24])[CH2:6][CH:5]2[CH:7]([CH2:16][CH2:17][C:18]3[CH:19]=[CH:20][CH:21]=[CH:22][CH:23]=3)[C:8]([NH2:13])=[C:9]([CH3:12])[C:10]([CH3:11])=[C:4]2[O:3]1, predict the reactants needed to synthesize it. The reactants are: [CH3:1][C:2]1([CH3:24])[CH2:6][CH:5]2[CH:7]([CH:16]=[CH:17][C:18]3[CH:23]=[CH:22][CH:21]=[CH:20][CH:19]=3)[C:8]([N+:13]([O-])=O)=[C:9]([CH3:12])[C:10]([CH3:11])=[C:4]2[O:3]1.